This data is from Reaction yield outcomes from USPTO patents with 853,638 reactions. The task is: Predict the reaction yield, written as a fraction of the theoretical maximum amount of product (1.0 means a 100% yield; for example, 0.34 means a 34% yield). (1) The reactants are [CH2:1]([O:8][C@@H:9]1[C@@H:13]2[O:14][CH2:15][C@@:10]1([CH2:27][O:28]S(C)(=O)=O)[O:11][C@H:12]2[N:16]1[CH:24]=[N:23][C:22]2[C:17]1=[N:18][C:19]([NH2:26])=[N:20][C:21]=2[Cl:25])[C:2]1[CH:7]=[CH:6][CH:5]=[CH:4][CH:3]=1.[C:33](O[Na])([C:35]1[CH:40]=[CH:39][CH:38]=[CH:37][CH:36]=1)=[O:34].CCOC(C)=O.C([O-])(O)=O.[Na+]. The catalyst is CS(C)=O.[Cl-].[Na+].O. The product is [CH2:1]([O:8][C@@H:9]1[C@@H:13]2[O:14][CH2:15][C@@:10]1([CH2:27][O:28][C:33](=[O:34])[C:35]1[CH:40]=[CH:39][CH:38]=[CH:37][CH:36]=1)[O:11][C@H:12]2[N:16]1[CH:24]=[N:23][C:22]2[C:17]1=[N:18][C:19]([NH2:26])=[N:20][C:21]=2[Cl:25])[C:2]1[CH:7]=[CH:6][CH:5]=[CH:4][CH:3]=1. The yield is 0.700. (2) The reactants are [C:1]([C:3]1[CH:36]=[CH:35][C:6]([C:7]([NH:9][C@H:10]([C:18]2[NH:19][CH:20]=[C:21]([C:23]3[CH:28]=[CH:27][C:26]([C:29]4[N:33]=C(C)O[N:30]=4)=[CH:25][CH:24]=3)[N:22]=2)[CH2:11][C:12]2[CH:17]=[CH:16][CH:15]=[CH:14][CH:13]=2)=[O:8])=[C:5]([F:37])[CH:4]=1)#[N:2].C(C1C=CC(C(O)=[O:45])=C(F)C=1)#N. No catalyst specified. The product is [C:29]([C:26]1[CH:25]=[CH:24][C:23]([C:21]2[N:22]=[C:18]([C@@H:10]([NH:9][C:7](=[O:8])[C:6]3[CH:35]=[CH:36][C:3]([C:1]([NH2:2])=[O:45])=[CH:4][C:5]=3[F:37])[CH2:11][C:12]3[CH:13]=[CH:14][CH:15]=[CH:16][CH:17]=3)[NH:19][CH:20]=2)=[CH:28][CH:27]=1)(=[NH:30])[NH2:33]. The yield is 0.900. (3) The reactants are [Br:1][C:2]1[CH:7]=[CH:6][C:5]([S:8](Cl)(=[O:10])=[O:9])=[C:4]([O:12][C:13]([F:16])([F:15])[F:14])[CH:3]=1.[CH2:17]([NH:19][CH2:20][CH3:21])[CH3:18]. The catalyst is ClCCl. The product is [Br:1][C:2]1[CH:7]=[CH:6][C:5]([S:8]([N:19]([CH2:20][CH3:21])[CH2:17][CH3:18])(=[O:10])=[O:9])=[C:4]([O:12][C:13]([F:16])([F:15])[F:14])[CH:3]=1. The yield is 0.980. (4) The reactants are [Na+].[OH:2][C@H:3]1[CH2:8][CH2:7][N:6]([CH2:9][C:10]2[CH:15]=[CH:14][CH:13]=[CH:12][CH:11]=2)[CH2:5][C@H:4]1[C:16]([O-:18])=O.O[N:20]1C2N=CC=CC=2N=N1.Cl.CN(C)CCCN=C=NCC.C(=O)(O)[O-].[NH4+]. The catalyst is CN(C)C=O. The product is [OH:2][C@H:3]1[CH2:8][CH2:7][N:6]([CH2:9][C:10]2[CH:15]=[CH:14][CH:13]=[CH:12][CH:11]=2)[CH2:5][C@H:4]1[C:16]([NH2:20])=[O:18]. The yield is 0.620. (5) The reactants are [CH3:1][C:2]1(C)[C:6](C)(C)OB(C(C)=C)O1.C(=O)([O-])[O-].[Na+].[Na+].Br[C:20]1[C:21]([N:42]2[CH2:47][CH2:46][CH2:45][C@@H:44]([NH:48][C:49]([O:51][C:52]([CH3:55])([CH3:54])[CH3:53])=[O:50])[CH2:43]2)=[C:22]2[C:28]([NH:29][C:30](=[O:34])[CH:31]([CH3:33])[CH3:32])=[CH:27][N:26]([C:35]([O:37][C:38]([CH3:41])([CH3:40])[CH3:39])=[O:36])[C:23]2=[N:24][CH:25]=1.CC#N.O. The catalyst is O1CCOCC1.C1C=CC([P]([Pd]([P](C2C=CC=CC=2)(C2C=CC=CC=2)C2C=CC=CC=2)([P](C2C=CC=CC=2)(C2C=CC=CC=2)C2C=CC=CC=2)[P](C2C=CC=CC=2)(C2C=CC=CC=2)C2C=CC=CC=2)(C2C=CC=CC=2)C2C=CC=CC=2)=CC=1. The product is [C:52]([O:51][C:49]([NH:48][C@@H:44]1[CH2:45][CH2:46][CH2:47][N:42]([C:21]2[C:20]([C:2]([CH3:6])=[CH2:1])=[CH:25][N:24]=[C:23]3[N:26]([C:35]([O:37][C:38]([CH3:41])([CH3:40])[CH3:39])=[O:36])[CH:27]=[C:28]([NH:29][C:30](=[O:34])[CH:31]([CH3:33])[CH3:32])[C:22]=23)[CH2:43]1)=[O:50])([CH3:54])([CH3:53])[CH3:55]. The yield is 0.500. (6) The reactants are [NH2:1][C@@H:2]([C:5]([CH3:13])=[CH:6][C:7]1[CH:12]=[CH:11][CH:10]=[CH:9][CH:8]=1)[CH2:3][OH:4]. The catalyst is CCO.[Pd]. The product is [NH2:1][C@@H:2]([CH:5]([CH3:13])[CH2:6][C:7]1[CH:12]=[CH:11][CH:10]=[CH:9][CH:8]=1)[CH2:3][OH:4]. The yield is 0.490. (7) The reactants are [CH2:1]([O:8][C:9]1[CH:17]=[CH:16][C:12]([C:13]([OH:15])=O)=[CH:11][C:10]=1[C:18]([NH:20][C:21]1[CH:26]=[C:25]([C:27]([F:30])([F:29])[F:28])[CH:24]=[C:23]([C:31]([F:34])([F:33])[F:32])[CH:22]=1)=[O:19])[C:2]1[CH:7]=[CH:6][CH:5]=[CH:4][CH:3]=1.[NH:35]1[CH2:40][CH2:39][CH2:38][CH2:37][CH2:36]1. No catalyst specified. The product is [CH2:1]([O:8][C:9]1[CH:17]=[CH:16][C:12]([C:13]([N:35]2[CH2:40][CH2:39][CH2:38][CH2:37][CH2:36]2)=[O:15])=[CH:11][C:10]=1[C:18]([NH:20][C:21]1[CH:22]=[C:23]([C:31]([F:34])([F:33])[F:32])[CH:24]=[C:25]([C:27]([F:30])([F:28])[F:29])[CH:26]=1)=[O:19])[C:2]1[CH:7]=[CH:6][CH:5]=[CH:4][CH:3]=1. The yield is 0.564. (8) The reactants are [F:1][C:2]1[CH:11]=[CH:10][C:9]([NH:12][S:13]([C:16]2[CH:21]=[CH:20][CH:19]=[CH:18][C:17]=2[N+:22]([O-])=O)(=[O:15])=[O:14])=[C:8]2[C:3]=1[CH:4]=[CH:5][CH:6]=[N:7]2.Cl[Sn]Cl. The catalyst is Cl.CCO. The product is [NH2:22][C:17]1[CH:18]=[CH:19][CH:20]=[CH:21][C:16]=1[S:13]([NH:12][C:9]1[CH:10]=[CH:11][C:2]([F:1])=[C:3]2[C:8]=1[N:7]=[CH:6][CH:5]=[CH:4]2)(=[O:15])=[O:14]. The yield is 0.820. (9) The reactants are [CH3:1][N:2]1[C:6]([C:7]2[CH:8]=[N:9][CH:10]=[CH:11][CH:12]=2)=[C:5](/[CH:13]=[CH:14]/[C:15]([O:17]CC)=[O:16])[CH:4]=[N:3]1.[OH-].[Na+].C(O)(=O)CC(CC(O)=O)(C(O)=O)O. The yield is 0.470. The product is [CH3:1][N:2]1[C:6]([C:7]2[CH:8]=[N:9][CH:10]=[CH:11][CH:12]=2)=[C:5](/[CH:13]=[CH:14]/[C:15]([OH:17])=[O:16])[CH:4]=[N:3]1. The catalyst is CO.